Dataset: Forward reaction prediction with 1.9M reactions from USPTO patents (1976-2016). Task: Predict the product of the given reaction. (1) Given the reactants Cl.[CH2:2]([O:4][C:5]([C@@H:7]1[C@@H:11]([C:12](=[O:21])[NH:13][C:14]2[CH:19]=[CH:18][C:17]([Cl:20])=[CH:16][CH:15]=2)[CH2:10][NH:9][CH2:8]1)=[O:6])[CH3:3].C(N(CC)C(C)C)(C)C.[CH3:31][S:32](Cl)(=[O:34])=[O:33], predict the reaction product. The product is: [CH2:2]([O:4][C:5]([C@@H:7]1[C@@H:11]([C:12](=[O:21])[NH:13][C:14]2[CH:15]=[CH:16][C:17]([Cl:20])=[CH:18][CH:19]=2)[CH2:10][N:9]([S:32]([CH3:31])(=[O:34])=[O:33])[CH2:8]1)=[O:6])[CH3:3]. (2) Given the reactants C([N:8]1[CH2:13][CH2:12][N:11]([NH:14][C:15]2[CH:20]=[CH:19][C:18]([C:21]([F:24])([F:23])[F:22])=[CH:17][CH:16]=2)[CH2:10][CH2:9]1)C1C=CC=CC=1.[H][H], predict the reaction product. The product is: [N:11]1([NH:14][C:15]2[CH:16]=[CH:17][C:18]([C:21]([F:23])([F:22])[F:24])=[CH:19][CH:20]=2)[CH2:10][CH2:9][NH:8][CH2:13][CH2:12]1. (3) Given the reactants [F:1][C:2]1[C:3]([F:12])=[CH:4][C:5]2[S:9][C:8]([NH2:10])=[N:7][C:6]=2[CH:11]=1.[F:13][C:14]([F:26])([F:25])[O:15][C:16]1[CH:24]=[CH:23][C:19]([C:20](Cl)=[O:21])=[CH:18][CH:17]=1.Br[CH:28]([CH2:33][CH3:34])[C:29]([O:31]C)=[O:30].COC1C=CC2N=C(N)SC=2C=1.ClC1C=C(C=CC=1)C(Cl)=O.BrCC(OCC)=O, predict the reaction product. The product is: [F:1][C:2]1[C:3]([F:12])=[CH:4][C:5]2[S:9][C:8](=[N:10][C:20](=[O:21])[C:19]3[CH:23]=[CH:24][C:16]([O:15][C:14]([F:26])([F:25])[F:13])=[CH:17][CH:18]=3)[N:7]([CH:28]([CH2:33][CH3:34])[C:29]([OH:31])=[O:30])[C:6]=2[CH:11]=1. (4) Given the reactants [NH2:1][C:2]1[CH:3]=[CH:4][C:5]([O:8][C:9]2[CH:10]=[C:11]3[C:15](=[CH:16][CH:17]=2)[N:14]([CH2:18][C:19]([N:21]2[CH2:26][CH2:25][N:24]([CH2:27][C:28]4[CH:36]=[CH:35][C:31]5[O:32][CH2:33][O:34][C:30]=5[CH:29]=4)[CH2:23][CH2:22]2)=[O:20])[CH2:13][CH2:12]3)=[N:6][CH:7]=1.C(N(CC)CC)C.[Cl:44][C:45]1[CH:46]=[C:47]([CH:51]=[CH:52][C:53]=1[Cl:54])[C:48](Cl)=[O:49], predict the reaction product. The product is: [O:32]1[C:31]2[CH:35]=[CH:36][C:28]([CH2:27][N:24]3[CH2:23][CH2:22][N:21]([C:19](=[O:20])[CH2:18][N:14]4[C:15]5[C:11](=[CH:10][C:9]([O:8][C:5]6[N:6]=[CH:7][C:2]([NH:1][C:48](=[O:49])[C:47]7[CH:51]=[CH:52][C:53]([Cl:54])=[C:45]([Cl:44])[CH:46]=7)=[CH:3][CH:4]=6)=[CH:17][CH:16]=5)[CH2:12][CH2:13]4)[CH2:26][CH2:25]3)=[CH:29][C:30]=2[O:34][CH2:33]1. (5) Given the reactants [Cl:1][C:2]1[CH:7]=[CH:6][C:5]([S:8]([N:11]2[CH:16]3[CH2:17][CH2:18][CH2:19][CH:12]2[C:13](=[CH:21]O)[C:14](=O)[CH2:15]3)(=[O:10])=[O:9])=[CH:4][CH:3]=1.[NH2:23][C:24]1[N:28]=[CH:27][NH:26][N:25]=1, predict the reaction product. The product is: [Cl:1][C:2]1[CH:7]=[CH:6][C:5]([S:8]([N:11]2[CH:16]3[CH2:17][CH2:18][CH2:19][CH:12]2[C:13]2[CH:21]=[N:23][C:24]4[N:25]([C:14]=2[CH2:15]3)[N:26]=[CH:27][N:28]=4)(=[O:10])=[O:9])=[CH:4][CH:3]=1. (6) The product is: [CH2:1]([N:31]([CH2:30][CH2:34][CH2:6][CH3:7])[C:11]1[CH:12]=[C:13]([S:17][C:18]2[CH:23]=[CH:22][C:21]([CH2:24][C:25]([O:27][CH2:28][CH3:29])=[O:26])=[CH:20][CH:19]=2)[CH:14]=[CH:15][CH:16]=1)[CH2:2][CH2:3][CH3:4]. Given the reactants [CH:1](=O)[CH2:2][CH2:3][CH3:4].[C:6](O)(=O)[CH3:7].N[C:11]1[CH:12]=[C:13]([S:17][C:18]2[CH:23]=[CH:22][C:21]([CH2:24][C:25]([O:27][CH2:28][CH3:29])=[O:26])=[CH:20][CH:19]=2)[CH:14]=[CH:15][CH:16]=1.[C:30]([BH3-])#[N:31].[Na+].[CH3:34]N(C=O)C, predict the reaction product. (7) Given the reactants ClC1C=C(O[C:9]2[CH:10]=[C:11]([C:34]#[N:35])[C:12](N3CCN(C(OC(C)(C)C)=O)[C@H](C4CC4)C3)=[N:13][C:14]=2[CH:15]2[CH2:17][CH2:16]2)C=CN=1.C(O)(C(F)(F)F)=[O:37], predict the reaction product. The product is: [CH:15]1([C:14]2[CH:9]=[CH:10][C:11]([C:34]#[N:35])=[C:12]([OH:37])[N:13]=2)[CH2:17][CH2:16]1. (8) Given the reactants [Br:1][C:2]1[CH:3]=[C:4]([NH:13][CH:14]2[CH2:19][CH2:18][CH:17]([NH:20][C:21]([O:23][C:24]([CH3:27])([CH3:26])[CH3:25])=[O:22])[CH2:16][CH2:15]2)[C:5]([CH3:12])=[C:6]([CH:11]=1)[C:7]([O:9][CH3:10])=[O:8].[C:28](=O)([O-])[O-].[Cs+].[Cs+].CI, predict the reaction product. The product is: [Br:1][C:2]1[CH:3]=[C:4]([N:13]([C@H:14]2[CH2:19][CH2:18][C@@H:17]([NH:20][C:21]([O:23][C:24]([CH3:27])([CH3:26])[CH3:25])=[O:22])[CH2:16][CH2:15]2)[CH3:28])[C:5]([CH3:12])=[C:6]([CH:11]=1)[C:7]([O:9][CH3:10])=[O:8].